From a dataset of Reaction yield outcomes from USPTO patents with 853,638 reactions. Predict the reaction yield, written as a fraction of the theoretical maximum amount of product (1.0 means a 100% yield; for example, 0.34 means a 34% yield). (1) The reactants are C1CCC(N=C=NC2CCCCC2)CC1.[CH3:16][O:17][C:18]1[CH:26]=[CH:25][C:24]([O:27][CH3:28])=[CH:23][C:19]=1[C:20](O)=O.[CH3:29][NH:30][NH2:31].COC1C=CC(P2(SP(C3C=CC(OC)=CC=3)(=S)S2)=[S:41])=CC=1. The catalyst is CN(C1C=CN=CC=1)C.C(Cl)Cl.C(OCC)(=O)C. The product is [CH3:29][N:30]([C:20](=[S:41])[C:19]1[CH:23]=[C:24]([O:27][CH3:28])[CH:25]=[CH:26][C:18]=1[O:17][CH3:16])[NH2:31]. The yield is 0.820. (2) The reactants are [Cl-].O[NH3+:3].[C:4](=[O:7])([O-])[OH:5].[Na+].CS(C)=O.[O:13]1[C:17]2[CH:18]=[CH:19][C:20]([N:22]3[C:27](=[O:28])[C:26]([CH2:29][C:30]4[CH:35]=[CH:34][C:33]([C:36]5[C:37]([C:42]#[N:43])=[CH:38][CH:39]=[CH:40][CH:41]=5)=[CH:32][CH:31]=4)=[C:25]([CH2:44][CH2:45][CH3:46])[N:24]=[C:23]3[CH3:47])=[CH:21][C:16]=2[CH2:15][CH2:14]1. The catalyst is O.C(OCC)(=O)C. The product is [O:13]1[C:17]2[CH:18]=[CH:19][C:20]([N:22]3[C:27](=[O:28])[C:26]([CH2:29][C:30]4[CH:35]=[CH:34][C:33]([C:36]5[CH:41]=[CH:40][CH:39]=[CH:38][C:37]=5[C:42]5[NH:3][C:4](=[O:7])[O:5][N:43]=5)=[CH:32][CH:31]=4)=[C:25]([CH2:44][CH2:45][CH3:46])[N:24]=[C:23]3[CH3:47])=[CH:21][C:16]=2[CH2:15][CH2:14]1. The yield is 0.630.